From a dataset of Full USPTO retrosynthesis dataset with 1.9M reactions from patents (1976-2016). Predict the reactants needed to synthesize the given product. Given the product [Br:1][C:2]1[CH:3]=[C:4]([CH:23]=[CH:24][CH:25]=1)[O:5][C:6]1[CH:7]=[C:8]([S:14][C:15]2[CH:20]=[CH:19][CH:18]=[C:17]([O:21][CH3:22])[CH:16]=2)[C:9]([C:12]([OH:32])=[O:26])=[N:10][CH:11]=1, predict the reactants needed to synthesize it. The reactants are: [Br:1][C:2]1[CH:3]=[C:4]([CH:23]=[CH:24][CH:25]=1)[O:5][C:6]1[CH:7]=[C:8]([S:14][C:15]2[CH:20]=[CH:19][CH:18]=[C:17]([O:21][CH3:22])[CH:16]=2)[C:9]([C:12]#N)=[N:10][CH:11]=1.[OH-:26].[K+].CCO.Cl.[OH2:32].